From a dataset of Full USPTO retrosynthesis dataset with 1.9M reactions from patents (1976-2016). Predict the reactants needed to synthesize the given product. The reactants are: [F:1][C:2]1[CH:7]=[C:6]([C:8]2[CH:13]=[CH:12][N:11]=[C:10]3[NH:14][C:15]([C:17]4[CH:22]=[CH:21][C:20]([N:23]5[CH2:28][CH2:27][CH:26]([F:29])[CH2:25][CH2:24]5)=[CH:19][N:18]=4)=[N:16][C:9]=23)[CH:5]=[CH:4][C:3]=1[CH2:30][NH:31][C:32](=[O:38])OC(C)(C)C.[C:39]([C:43]1[O:47][N:46]=[C:45](C(OCC)=O)[N:44]=1)([CH3:42])([CH3:41])[CH3:40]. Given the product [C:39]([C:43]1[O:47][N:46]=[C:45]([C:32]([NH:31][CH2:30][C:3]2[CH:4]=[CH:5][C:6]([C:8]3[CH:13]=[CH:12][N:11]=[C:10]4[NH:14][C:15]([C:17]5[CH:22]=[CH:21][C:20]([N:23]6[CH2:28][CH2:27][CH:26]([F:29])[CH2:25][CH2:24]6)=[CH:19][N:18]=5)=[N:16][C:9]=34)=[CH:7][C:2]=2[F:1])=[O:38])[N:44]=1)([CH3:42])([CH3:41])[CH3:40], predict the reactants needed to synthesize it.